Dataset: Catalyst prediction with 721,799 reactions and 888 catalyst types from USPTO. Task: Predict which catalyst facilitates the given reaction. (1) Reactant: [H-].C([Al+]CC(C)C)C(C)C.[Cl:11][C:12]1[CH:13]=[C:14]2[C:18](=[CH:19][CH:20]=1)[N:17]([CH3:21])[C:16]([C:22]1[CH:27]=[CH:26][C:25]([Cl:28])=[CH:24][CH:23]=1)=[C:15]2[CH2:29][CH2:30][C:31](OC)=[O:32].CO.Cl. Product: [Cl:11][C:12]1[CH:13]=[C:14]2[C:18](=[CH:19][CH:20]=1)[N:17]([CH3:21])[C:16]([C:22]1[CH:27]=[CH:26][C:25]([Cl:28])=[CH:24][CH:23]=1)=[C:15]2[CH2:29][CH2:30][CH:31]=[O:32]. The catalyst class is: 665. (2) Reactant: [CH3:1][C:2]([C:8]1[CH:13]=[CH:12][CH:11]=[CH:10][CH:9]=1)([CH3:7])[CH2:3][C:4](O)=[O:5].C(Cl)(=O)C([Cl:17])=O. Product: [CH3:1][C:2]([C:8]1[CH:13]=[CH:12][CH:11]=[CH:10][CH:9]=1)([CH3:7])[CH2:3][C:4]([Cl:17])=[O:5]. The catalyst class is: 120. (3) Reactant: [O:1]1CCO[CH:2]1[C:6]1[CH:7]=[CH:8][C:9]([C:12]#[N:13])=[N:10][CH:11]=1.Cl.C(=O)(O)[O-].[Na+]. Product: [CH:2]([C:6]1[CH:7]=[CH:8][C:9]([C:12]#[N:13])=[N:10][CH:11]=1)=[O:1]. The catalyst class is: 1. (4) Reactant: [I:1][C:2]1[CH:6]=[CH:5][NH:4][N:3]=1.[H-].[Na+].F[C:10]1[CH:11]=[N:12][CH:13]=[CH:14][CH:15]=1. Product: [I:1][C:2]1[CH:6]=[CH:5][N:4]([C:10]2[CH:11]=[N:12][CH:13]=[CH:14][CH:15]=2)[N:3]=1. The catalyst class is: 16. (5) Reactant: [CH3:1][C:2]([CH3:21])([CH:10]([O:19][CH3:20])[C:11]1[CH:16]=[CH:15][C:14]([O:17][CH3:18])=[CH:13][CH:12]=1)[CH2:3][CH2:4][CH2:5][CH2:6][C:7](O)=[O:8].Cl.CN(C)CCCN=C=NCC.O.[OH:35][N:36]1C2C=CC=CC=2N=N1.NOC1CCCCO1.C12(CS(O)(=O)=O)C(C)(C)C(CC1)CC2=O. Product: [OH:35][NH:36][C:7](=[O:8])[CH2:6][CH2:5][CH2:4][CH2:3][C:2]([CH3:21])([CH3:1])[CH:10]([O:19][CH3:20])[C:11]1[CH:16]=[CH:15][C:14]([O:17][CH3:18])=[CH:13][CH:12]=1. The catalyst class is: 3. (6) Reactant: [Br:1][C:2]1[CH:12]=[N:11][C:5]2[N:6]=[CH:7][N:8]=[C:9](Cl)[C:4]=2[CH:3]=1.[NH3:13]. Product: [Br:1][C:2]1[CH:12]=[N:11][C:5]2[N:6]=[CH:7][N:8]=[C:9]([NH2:13])[C:4]=2[CH:3]=1. The catalyst class is: 41. (7) The catalyst class is: 5. Reactant: [CH2:1]([N:8]1[C@@H:13]2[C@H:14]([C:16]#[N:17])[CH2:15][C@@:9]1([C:38]1[CH:43]=[CH:42][CH:41]=[CH:40][CH:39]=1)[C@H:10]([O:18][C@@H:19]([C:34](OC)=[O:35])[C:20]1[CH:25]=[C:24]([C:26]([F:29])([F:28])[F:27])[CH:23]=[C:22]([C:30]([F:33])([F:32])[F:31])[CH:21]=1)[CH2:11][CH2:12]2)[C:2]1[CH:7]=[CH:6][CH:5]=[CH:4][CH:3]=1.[BH4-].[Na+]. Product: [CH2:1]([N:8]1[C@@H:13]2[C@H:14]([C:16]#[N:17])[CH2:15][C@@:9]1([C:38]1[CH:43]=[CH:42][CH:41]=[CH:40][CH:39]=1)[C@H:10]([O:18][C@H:19]([C:20]1[CH:25]=[C:24]([C:26]([F:28])([F:29])[F:27])[CH:23]=[C:22]([C:30]([F:31])([F:32])[F:33])[CH:21]=1)[CH2:34][OH:35])[CH2:11][CH2:12]2)[C:2]1[CH:7]=[CH:6][CH:5]=[CH:4][CH:3]=1. (8) Reactant: [Cl:1][C:2]1[CH:7]=[CH:6][C:5]([N:8]2[C:12]([CH3:13])=[C:11]([C:14]([NH:16][NH:17][C:18](=O)[C:19]([CH3:22])([CH3:21])[CH3:20])=O)[N:10]=[C:9]2[C:24]2[CH:29]=[CH:28][C:27]([Cl:30])=[CH:26][C:25]=2[Cl:31])=[CH:4][CH:3]=1.COC1C=CC(P2(SP(C3C=CC(OC)=CC=3)(=S)S2)=[S:41])=CC=1. Product: [C:19]([C:18]1[S:41][C:14]([C:11]2[N:10]=[C:9]([C:24]3[CH:29]=[CH:28][C:27]([Cl:30])=[CH:26][C:25]=3[Cl:31])[N:8]([C:5]3[CH:6]=[CH:7][C:2]([Cl:1])=[CH:3][CH:4]=3)[C:12]=2[CH3:13])=[N:16][N:17]=1)([CH3:22])([CH3:21])[CH3:20]. The catalyst class is: 12. (9) Reactant: [N:1]([CH:4]1[N:10]=[C:9]([S:11][CH2:12][CH3:13])[C:8]2[CH:14]=[CH:15][CH:16]=[CH:17][C:7]=2[N:6]([CH3:18])[C:5]1=[O:19])=[N+]=[N-].O.C1(P(C2C=CC=CC=2)C2C=CC=CC=2)C=CC=CC=1. Product: [NH2:1][CH:4]1[N:10]=[C:9]([S:11][CH2:12][CH3:13])[C:8]2[CH:14]=[CH:15][CH:16]=[CH:17][C:7]=2[N:6]([CH3:18])[C:5]1=[O:19]. The catalyst class is: 54. (10) Reactant: [C:1]([S:20][CH2:21][C:22]([O:24]CC)=[O:23])([C:14]1[CH:19]=[CH:18][CH:17]=[CH:16][CH:15]=1)([C:8]1[CH:13]=[CH:12][CH:11]=[CH:10][CH:9]=1)[C:2]1[CH:7]=[CH:6][CH:5]=[CH:4][CH:3]=1.[OH-].[Na+].O1CCOCC1. The catalyst class is: 84. Product: [C:1]([S:20][CH2:21][C:22]([OH:24])=[O:23])([C:8]1[CH:9]=[CH:10][CH:11]=[CH:12][CH:13]=1)([C:14]1[CH:19]=[CH:18][CH:17]=[CH:16][CH:15]=1)[C:2]1[CH:3]=[CH:4][CH:5]=[CH:6][CH:7]=1.